From a dataset of Forward reaction prediction with 1.9M reactions from USPTO patents (1976-2016). Predict the product of the given reaction. (1) Given the reactants [Br:1]N1C(=O)CCC1=O.[N:9]1[CH:14]=[CH:13][C:12]([C:15]2[NH:23][C:22]3[C:17](=[N:18][CH:19]=[CH:20][CH:21]=3)[CH:16]=2)=[CH:11][CH:10]=1, predict the reaction product. The product is: [Br:1][C:16]1[C:17]2=[N:18][CH:19]=[CH:20][CH:21]=[C:22]2[NH:23][C:15]=1[C:12]1[CH:13]=[CH:14][N:9]=[CH:10][CH:11]=1. (2) Given the reactants [NH:1]1[CH2:6][CH2:5][CH2:4][C@@H:3]([NH:7][C:8](=[O:14])[O:9][C:10]([CH3:13])([CH3:12])[CH3:11])[CH2:2]1.C(N(CC)C(C)C)(C)C.[Br:24][C:25]1[C:26](F)=[C:27]2[C:33]([NH:34][C:35](=[O:40])[C:36]([OH:39])([CH3:38])[CH3:37])=[CH:32][NH:31][C:28]2=[N:29][CH:30]=1.CC#N.O, predict the reaction product. The product is: [Br:24][C:25]1[C:26]([N:1]2[CH2:6][CH2:5][CH2:4][C@@H:3]([NH:7][C:8](=[O:14])[O:9][C:10]([CH3:11])([CH3:13])[CH3:12])[CH2:2]2)=[C:27]2[C:33]([NH:34][C:35](=[O:40])[C:36]([OH:39])([CH3:38])[CH3:37])=[CH:32][NH:31][C:28]2=[N:29][CH:30]=1. (3) Given the reactants [NH2:1][C:2]1[CH:3]=[CH:4][C:5]([OH:12])=[C:6]([CH:11]=1)[C:7]([O:9][CH3:10])=[O:8].[C:13](O)(=[O:33])[CH2:14][CH2:15][CH2:16]/[CH:17]=[CH:18]\[CH2:19]/[CH:20]=[CH:21]\[CH2:22]/[CH:23]=[CH:24]\[CH2:25]/[CH:26]=[CH:27]\[CH2:28][CH2:29][CH2:30][CH2:31][CH3:32].CCN=C=NCCCN(C)C.CN(C1C=CC=CN=1)C, predict the reaction product. The product is: [OH:12][C:5]1[CH:4]=[CH:3][C:2]([NH:1][C:13](=[O:33])[CH2:14][CH2:15][CH2:16]/[CH:17]=[CH:18]\[CH2:19]/[CH:20]=[CH:21]\[CH2:22]/[CH:23]=[CH:24]\[CH2:25]/[CH:26]=[CH:27]\[CH2:28][CH2:29][CH2:30][CH2:31][CH3:32])=[CH:11][C:6]=1[C:7]([O:9][CH3:10])=[O:8]. (4) Given the reactants [C:1]([C:5]1[N:10]=[C:9]([O:11][C:12]2[C:17]([CH3:18])=[CH:16][C:15]([CH3:19])=[CH:14][C:13]=2[CH3:20])[C:8]([C:21]([NH:23][S:24]([C:26]2[CH:31]=[CH:30][CH:29]=[C:28]([N+:32]([O-:34])=[O:33])[CH:27]=2)=[O:25])=[O:22])=[CH:7][CH:6]=1)([CH3:4])([CH3:3])[CH3:2].CC(C)([O-])C.[K+].C[Si](C)(C)[NH:43][Si](C)(C)C.ClN1C(=O)CCC1=O, predict the reaction product. The product is: [C:1]([C:5]1[N:10]=[C:9]([O:11][C:12]2[C:17]([CH3:18])=[CH:16][C:15]([CH3:19])=[CH:14][C:13]=2[CH3:20])[C:8]([C:21]([NH:23][S:24](=[NH:43])([C:26]2[CH:31]=[CH:30][CH:29]=[C:28]([N+:32]([O-:34])=[O:33])[CH:27]=2)=[O:25])=[O:22])=[CH:7][CH:6]=1)([CH3:4])([CH3:2])[CH3:3]. (5) Given the reactants [C:1]([O:4][C@H:5]([CH2:11][C:12]1[CH:17]=[CH:16][CH:15]=[CH:14][C:13]=1[OH:18])[C:6]([O:8][CH2:9][CH3:10])=[O:7])(=[O:3])[CH3:2].[OH2:19].[C:20]1(C)C=[CH:24][C:23](S(O)(=O)=O)=[CH:22][CH:21]=1, predict the reaction product. The product is: [C:1]([O:4][C@H:5]([CH2:11][C:12]1[CH:17]=[CH:16][CH:15]=[CH:14][C:13]=1[O:18][CH:24]1[CH2:23][CH2:22][CH2:21][CH2:20][O:19]1)[C:6]([O:8][CH2:9][CH3:10])=[O:7])(=[O:3])[CH3:2]. (6) Given the reactants [NH2:1][C@@H:2]([CH2:6][C:7]1[CH:12]=[CH:11][C:10]([C:13]2[S:17](=[O:19])(=[O:18])[NH:16][C:15](=[O:20])[CH:14]=2)=[CH:9][CH:8]=1)[C:3]([OH:5])=[O:4].[C:21](OC(=O)C)(=[O:23])[CH3:22].C(N(CC)C(C)C)(C)C, predict the reaction product. The product is: [C:21]([NH:1][C@@H:2]([CH2:6][C:7]1[CH:8]=[CH:9][C:10]([C:13]2[S:17](=[O:19])(=[O:18])[NH:16][C:15](=[O:20])[CH:14]=2)=[CH:11][CH:12]=1)[C:3]([OH:5])=[O:4])(=[O:23])[CH3:22]. (7) Given the reactants [CH2:1]([O:3][C:4](=[O:14])[CH2:5][CH2:6][NH:7][CH:8]1[CH2:12][CH2:11][CH:10]([CH3:13])[CH2:9]1)[CH3:2].[Cl:15][C:16]1[N:21]=[C:20](Cl)[C:19]([N+:23]([O-:25])=[O:24])=[CH:18][N:17]=1.C(=O)(O)[O-].[K+], predict the reaction product. The product is: [CH2:1]([O:3][C:4](=[O:14])[CH2:5][CH2:6][N:7]([C:18]1[C:19]([N+:23]([O-:25])=[O:24])=[CH:20][N:21]=[C:16]([Cl:15])[N:17]=1)[CH:8]1[CH2:12][CH2:11][CH:10]([CH3:13])[CH2:9]1)[CH3:2].